This data is from Forward reaction prediction with 1.9M reactions from USPTO patents (1976-2016). The task is: Predict the product of the given reaction. Given the reactants [CH3:1][N:2]=[C:3]=[O:4].[NH2:5][CH2:6][CH2:7][O:8][C:9]1[CH:10]=[C:11]2[C:16](=[CH:17][CH:18]=1)[CH:15]=[C:14]([CH2:19][CH2:20][NH:21][S:22]([CH3:25])(=[O:24])=[O:23])[CH:13]=[CH:12]2, predict the reaction product. The product is: [CH3:1][NH:2][C:3]([NH:5][CH2:6][CH2:7][O:8][C:9]1[CH:18]=[CH:17][C:16]2[C:11](=[CH:12][CH:13]=[C:14]([CH2:19][CH2:20][NH:21][S:22]([CH3:25])(=[O:24])=[O:23])[CH:15]=2)[CH:10]=1)=[O:4].